This data is from Full USPTO retrosynthesis dataset with 1.9M reactions from patents (1976-2016). The task is: Predict the reactants needed to synthesize the given product. Given the product [CH:1]1([C:4]([N:41]2[CH2:42][CH2:43][N:38]([CH2:37][C:33]3[CH:32]=[C:31]([NH:30][C:26]4[CH:25]=[C:24]([O:23][C:22]5[C:17]([CH3:16])=[N:18][C:19]([CH3:44])=[CH:20][CH:21]=5)[CH:29]=[CH:28][N:27]=4)[CH:36]=[CH:35][CH:34]=3)[CH2:39][CH2:40]2)=[O:5])[CH2:3][CH2:2]1, predict the reactants needed to synthesize it. The reactants are: [CH:1]1([C:4](Cl)=[O:5])[CH2:3][CH2:2]1.CCN(C(C)C)C(C)C.[CH3:16][C:17]1[C:22]([O:23][C:24]2[CH:29]=[CH:28][N:27]=[C:26]([NH:30][C:31]3[CH:36]=[CH:35][CH:34]=[C:33]([CH2:37][N:38]4[CH2:43][CH2:42][NH:41][CH2:40][CH2:39]4)[CH:32]=3)[CH:25]=2)=[CH:21][CH:20]=[C:19]([CH3:44])[N:18]=1.